This data is from Forward reaction prediction with 1.9M reactions from USPTO patents (1976-2016). The task is: Predict the product of the given reaction. (1) The product is: [C:38]([O:37][C:36]([N:35]([C:31]1[C:32]2[C:27](=[CH:26][C:25]([NH:24][C@H:12]3[C:10](=[O:11])[N:9]([CH3:51])[CH2:8][C:6]4[CH:7]=[C:2]([CH:3]=[CH:4][C:5]=4[S:52]([CH2:55][CH3:56])(=[O:54])=[O:53])[NH:1][C:57](=[O:58])[O:21][CH2:20][C@H:19]([CH3:22])[C:16]4[CH:17]=[CH:18][C:13]3=[CH:14][C:15]=4[CH3:23])=[CH:34][CH:33]=2)[C:28]([F:50])=[CH:29][N:30]=1)[C:43](=[O:44])[O:45][C:46]([CH3:47])([CH3:48])[CH3:49])=[O:42])([CH3:41])([CH3:39])[CH3:40]. Given the reactants [NH2:1][C:2]1[CH:3]=[CH:4][C:5]([S:52]([CH2:55][CH3:56])(=[O:54])=[O:53])=[C:6]([CH2:8][N:9]([CH3:51])[C:10]([CH:12]([NH:24][C:25]2[CH:26]=[C:27]3[C:32](=[CH:33][CH:34]=2)[C:31]([N:35]([C:43]([O:45][C:46]([CH3:49])([CH3:48])[CH3:47])=[O:44])[C:36](=[O:42])[O:37][C:38]([CH3:41])([CH3:40])[CH3:39])=[N:30][CH:29]=[C:28]3[F:50])[C:13]2[CH:18]=[CH:17][C:16]([C@@H:19]([CH3:22])[CH2:20][OH:21])=[C:15]([CH3:23])[CH:14]=2)=[O:11])[CH:7]=1.[C:57](Cl)(Cl)=[O:58], predict the reaction product. (2) The product is: [Cl:1][C:2]1[CH:7]=[C:6]([Cl:8])[CH:5]=[CH:4][C:3]=1[C:9]1[C:17]2[C:13](=[C:14]([C:19]#[N:21])[N:15]([CH3:18])[N:16]=2)[CH:12]=[CH:11][CH:10]=1. Given the reactants [Cl:1][C:2]1[CH:7]=[C:6]([Cl:8])[CH:5]=[CH:4][C:3]=1[C:9]1[C:17]2[C:13](=[C:14]([CH2:19]O)[N:15]([CH3:18])[N:16]=2)[CH:12]=[CH:11][CH:10]=1.[NH3:21].CC(O)C.[O-]S([O-])(=O)=O.[Mg+2], predict the reaction product. (3) Given the reactants C([O:8][CH2:9][C:10]([CH:13]1[N:22]2[C:17](=[CH:18][C:19](=[O:26])[C:20]([C:23]([OH:25])=[O:24])=[CH:21]2)[C:16]2[CH:27]=[C:28]([O:37][CH3:38])[C:29]([O:31][CH2:32][CH2:33][CH2:34][O:35][CH3:36])=[CH:30][C:15]=2[CH2:14]1)([CH3:12])[CH3:11])C1C=CC=CC=1.[SiH](CC)(CC)CC, predict the reaction product. The product is: [OH:8][CH2:9][C:10]([CH:13]1[N:22]2[C:17](=[CH:18][C:19](=[O:26])[C:20]([C:23]([OH:25])=[O:24])=[CH:21]2)[C:16]2[CH:27]=[C:28]([O:37][CH3:38])[C:29]([O:31][CH2:32][CH2:33][CH2:34][O:35][CH3:36])=[CH:30][C:15]=2[CH2:14]1)([CH3:11])[CH3:12].